Predict the reactants needed to synthesize the given product. From a dataset of Full USPTO retrosynthesis dataset with 1.9M reactions from patents (1976-2016). (1) Given the product [O:33]=[C:29]1[CH2:30][CH2:31][CH2:32][N:28]1[CH:25]1[CH2:24][CH2:23][N:22]([CH2:21][C:6]2[C:7]([C:15]3[CH:16]=[CH:17][CH:18]=[CH:19][CH:20]=3)=[N:8][C:9]3[C:14]([C:5]=2[C:3]([OH:4])=[O:2])=[CH:13][CH:12]=[CH:11][CH:10]=3)[CH2:27][CH2:26]1, predict the reactants needed to synthesize it. The reactants are: C[O:2][C:3]([C:5]1[C:14]2[C:9](=[CH:10][CH:11]=[CH:12][CH:13]=2)[N:8]=[C:7]([C:15]2[CH:20]=[CH:19][CH:18]=[CH:17][CH:16]=2)[C:6]=1[CH2:21][N:22]1[CH2:27][CH2:26][CH:25]([N:28]2[CH2:32][CH2:31][CH2:30][C:29]2=[O:33])[CH2:24][CH2:23]1)=[O:4].Cl. (2) The reactants are: Br[C:2]1[CH:3]=[C:4]([N+:10]([O-:12])=[O:11])[C:5]([C:8]#[N:9])=[N:6][CH:7]=1.[O:13]1[CH2:18][CH2:17][CH2:16][CH2:15][CH:14]1[N:19]1[C:23](B2OC(C)(C)C(C)(C)O2)=[CH:22][CH:21]=[N:20]1.C(=O)([O-])[O-].[Na+].[Na+]. Given the product [N+:10]([C:4]1[C:5]([C:8]#[N:9])=[N:6][CH:7]=[C:2]([C:23]2[N:19]([CH:14]3[CH2:15][CH2:16][CH2:17][CH2:18][O:13]3)[N:20]=[CH:21][CH:22]=2)[CH:3]=1)([O-:12])=[O:11], predict the reactants needed to synthesize it. (3) Given the product [Br:18][C:19]1[CH:24]=[CH:23][C:22]([S:25]([NH:10][C:11]2[CH:12]=[N:13][CH:14]=[CH:15][C:16]=2[OH:17])(=[O:27])=[O:26])=[CH:21][C:20]=1[F:29], predict the reactants needed to synthesize it. The reactants are: ClC1SC(S([NH:10][C:11]2[CH:12]=[N:13][CH:14]=[CH:15][C:16]=2[OH:17])(=O)=O)=CC=1.[Br:18][C:19]1[CH:24]=[CH:23][C:22]([S:25](Cl)(=[O:27])=[O:26])=[CH:21][C:20]=1[F:29].ClC1SC(S(Cl)(=O)=O)=CC=1. (4) Given the product [Br:1][C:2]1[N:3]=[CH:4][C:5]([O:16][CH3:17])=[C:6]2[C:10]([C:11](=[O:15])[C:12]([N:31]3[CH2:32][CH2:33][C:25]4[C:24]([C:19]5[CH:20]=[CH:21][CH:22]=[CH:23][N:18]=5)=[N:29][CH:28]=[N:27][C:26]=4[CH2:30]3)=[O:14])=[CH:9][NH:8][C:7]=12, predict the reactants needed to synthesize it. The reactants are: [Br:1][C:2]1[N:3]=[CH:4][C:5]([O:16][CH3:17])=[C:6]2[C:10]([C:11](=[O:15])[C:12]([OH:14])=O)=[CH:9][NH:8][C:7]=12.[N:18]1[CH:23]=[CH:22][CH:21]=[CH:20][C:19]=1[C:24]1[C:25]2[CH2:33][CH2:32][NH:31][CH2:30][C:26]=2[N:27]=[CH:28][N:29]=1.C(O)(C(F)(F)F)=O.CCN(C(C)C)C(C)C.CN(C(ON1N=NC2C=CC=CC1=2)=[N+](C)C)C.[B-](F)(F)(F)F.